This data is from Forward reaction prediction with 1.9M reactions from USPTO patents (1976-2016). The task is: Predict the product of the given reaction. (1) Given the reactants [Cl:1][C:2]1[C:7]([NH:8][S:9]([CH3:12])(=[O:11])=[O:10])=[CH:6][C:5]([C:13]2[CH:21]=[C:20]3[C:16]([CH:17]=[N:18][N:19]3S(C3C=CC(C)=CC=3)(=O)=O)=[C:15]([C:32]3[O:33][C:34]([CH3:37])=[N:35][N:36]=3)[CH:14]=2)=[CH:4][N:3]=1.[OH-].[Na+], predict the reaction product. The product is: [Cl:1][C:2]1[C:7]([NH:8][S:9]([CH3:12])(=[O:11])=[O:10])=[CH:6][C:5]([C:13]2[CH:21]=[C:20]3[C:16]([CH:17]=[N:18][NH:19]3)=[C:15]([C:32]3[O:33][C:34]([CH3:37])=[N:35][N:36]=3)[CH:14]=2)=[CH:4][N:3]=1. (2) Given the reactants F[C:2]1[CH:7]=[CH:6][CH:5]=[C:4]([F:8])[N:3]=1.[C:9]1([Li])[CH:14]=[CH:13][CH:12]=[CH:11][CH:10]=1, predict the reaction product. The product is: [F:8][C:4]1[CH:5]=[CH:6][CH:7]=[C:2]([C:9]2[CH:14]=[CH:13][CH:12]=[CH:11][CH:10]=2)[N:3]=1. (3) Given the reactants [Cl:1][C:2]1[CH:7]=[C:6]([Cl:8])[CH:5]=[CH:4][C:3]=1[CH:9]1[CH2:13][NH:12][CH2:11][CH:10]1[NH:14][C:15](=[O:21])[O:16][C:17]([CH3:20])([CH3:19])[CH3:18].C(N(C(C)C)C(C)C)C.Cl[C:32]1[N:37]=[C:36]([Cl:38])[CH:35]=[CH:34][N:33]=1, predict the reaction product. The product is: [Cl:38][C:36]1[CH:35]=[CH:34][N:33]=[C:32]([N:12]2[CH2:13][CH:9]([C:3]3[CH:4]=[CH:5][C:6]([Cl:8])=[CH:7][C:2]=3[Cl:1])[CH:10]([NH:14][C:15](=[O:21])[O:16][C:17]([CH3:18])([CH3:20])[CH3:19])[CH2:11]2)[N:37]=1. (4) Given the reactants [O:1]1[C:6]2[CH:7]=[CH:8][C:9]([C:11]([C:13]3[C:22](=[O:23])[C:21]4[C:16](=[CH:17][CH:18]=[CH:19][CH:20]=4)[NH:15][CH:14]=3)=[O:12])=[CH:10][C:5]=2[O:4][CH2:3][CH2:2]1.[Cl:24][C:25]1[CH:30]=[CH:29][CH:28]=[C:27]([CH2:31]Cl)[CH:26]=1, predict the reaction product. The product is: [Cl:24][C:25]1[CH:26]=[C:27]([CH:28]=[CH:29][CH:30]=1)[CH2:31][N:15]1[C:16]2[C:21](=[CH:20][CH:19]=[CH:18][CH:17]=2)[C:22](=[O:23])[C:13]([C:11]([C:9]2[CH:8]=[CH:7][C:6]3[O:1][CH2:2][CH2:3][O:4][C:5]=3[CH:10]=2)=[O:12])=[CH:14]1. (5) Given the reactants [OH:1][C:2]1[C:3](=[O:32])[C:4]([C:19]([NH:21][CH2:22][C:23]2[C:28]([F:29])=[CH:27][C:26]([F:30])=[CH:25][C:24]=2[F:31])=[O:20])=[CH:5][N:6]2[C:16]=1[C:15](=[O:17])[N:14]1[C@H:8]([O:9][C@H:10]3[CH2:18][C@@H:13]1[CH2:12][CH2:11]3)[CH2:7]2.[OH-].[Na+:34], predict the reaction product. The product is: [O:17]=[C:15]1[N:14]2[C@H:8]([O:9][C@H:10]3[CH2:18][C@@H:13]2[CH2:12][CH2:11]3)[CH2:7][N:6]2[CH:5]=[C:4]([C:19](=[O:20])[NH:21][CH2:22][C:23]3[C:28]([F:29])=[CH:27][C:26]([F:30])=[CH:25][C:24]=3[F:31])[C:3](=[O:32])[C:2]([O-:1])=[C:16]12.[Na+:34]. (6) The product is: [OH:1][C:2]([CH3:35])([CH3:34])[CH2:3][C@@:4]1([C:28]2[CH:29]=[CH:30][CH:31]=[CH:32][CH:33]=2)[O:9][C:8](=[O:10])[N:7]([C@H:11]([C:13]2[CH:18]=[CH:17][C:16]([C:37]3[CH:46]=[CH:45][C:40]([C:41]([O:43][CH3:44])=[O:42])=[CH:39][N:38]=3)=[CH:15][CH:14]=2)[CH3:12])[CH2:6][CH2:5]1. Given the reactants [OH:1][C:2]([CH3:35])([CH3:34])[CH2:3][C@@:4]1([C:28]2[CH:33]=[CH:32][CH:31]=[CH:30][CH:29]=2)[O:9][C:8](=[O:10])[N:7]([C@H:11]([C:13]2[CH:18]=[CH:17][C:16](B3OC(C)(C)C(C)(C)O3)=[CH:15][CH:14]=2)[CH3:12])[CH2:6][CH2:5]1.Br[C:37]1[CH:46]=[CH:45][C:40]([C:41]([O:43][CH3:44])=[O:42])=[CH:39][N:38]=1, predict the reaction product. (7) Given the reactants [Br:1]CCC(C)(C)C.[C:8]1([P:14]([C:21]2[CH:26]=[CH:25][CH:24]=[CH:23][CH:22]=2)[C:15]2[CH:20]=[CH:19][CH:18]=[CH:17][CH:16]=2)[CH:13]=[CH:12][CH:11]=[CH:10][CH:9]=1.[C:27]1([CH3:33])[CH:32]=C[CH:30]=[CH:29][CH:28]=1, predict the reaction product. The product is: [Br-:1].[CH3:32][CH:27]([CH3:33])[CH2:28][CH2:29][CH2:30][P+:14]([C:8]1[CH:9]=[CH:10][CH:11]=[CH:12][CH:13]=1)([C:15]1[CH:20]=[CH:19][CH:18]=[CH:17][CH:16]=1)[C:21]1[CH:22]=[CH:23][CH:24]=[CH:25][CH:26]=1.